Predict the product of the given reaction. From a dataset of Forward reaction prediction with 1.9M reactions from USPTO patents (1976-2016). (1) Given the reactants [OH:1][C:2]([CH3:35])([CH3:34])[CH2:3][C@@:4]1([C:28]2[CH:33]=[CH:32][CH:31]=[CH:30][CH:29]=2)[O:9][C:8](=[O:10])[N:7]([C@H:11]([C:13]2[CH:18]=[CH:17][C:16](B3OC(C)(C)C(C)(C)O3)=[CH:15][CH:14]=2)[CH3:12])[CH2:6][CH2:5]1.[CH3:36][C:37]1[N:42]=[CH:41][C:40](Br)=[CH:39][N:38]=1, predict the reaction product. The product is: [OH:1][C:2]([CH3:34])([CH3:35])[CH2:3][C@@:4]1([C:28]2[CH:33]=[CH:32][CH:31]=[CH:30][CH:29]=2)[O:9][C:8](=[O:10])[N:7]([C@H:11]([C:13]2[CH:14]=[CH:15][C:16]([C:40]3[CH:39]=[N:38][C:37]([CH3:36])=[N:42][CH:41]=3)=[CH:17][CH:18]=2)[CH3:12])[CH2:6][CH2:5]1. (2) Given the reactants Cl[C:2]1[CH:7]=[CH:6][CH:5]=[C:4]([Cl:8])[N:3]=1.[NH:9]1[CH2:13][CH2:12][CH2:11][CH2:10]1.C([O-])([O-])=O.[Cs+].[Cs+], predict the reaction product. The product is: [Cl:8][C:4]1[CH:5]=[CH:6][CH:7]=[C:2]([N:9]2[CH2:13][CH2:12][CH2:11][CH2:10]2)[N:3]=1. (3) Given the reactants [CH2:1]([O:6][P:7]([OH:10])([OH:9])=[O:8])[CH:2]([OH:5])[CH:3]=[O:4].[O:11]=[CH:12][C@@H:13]([C@H:15]([C@@H:17]([C@@H:19]([CH2:21][OH:22])[OH:20])[OH:18])[OH:16])[OH:14], predict the reaction product. The product is: [CH2:1]([O:6][P:7]([OH:10])([OH:9])=[O:8])[CH:2]([OH:5])[CH:3]=[O:4].[CH2:21]([O:22][P:7]([OH:9])([OH:8])=[O:6])[C@@H:19]([OH:20])[C@@H:17]([OH:18])[C@H:15]([OH:16])[C:13]([CH2:12][OH:11])=[O:14]. (4) Given the reactants [C:1]([O:5][C:6]([N:8]1[CH2:13][CH2:12][N:11]([C:14]2[N:19]=[C:18]([O:20][CH3:21])[C:17]([N+:22]([O-])=O)=[C:16]([O:25][CH3:26])[N:15]=2)[CH2:10][CH2:9]1)=[O:7])([CH3:4])([CH3:3])[CH3:2], predict the reaction product. The product is: [C:1]([O:5][C:6]([N:8]1[CH2:9][CH2:10][N:11]([C:14]2[N:19]=[C:18]([O:20][CH3:21])[C:17]([NH2:22])=[C:16]([O:25][CH3:26])[N:15]=2)[CH2:12][CH2:13]1)=[O:7])([CH3:4])([CH3:3])[CH3:2]. (5) Given the reactants Br[C:2]1[C:3]([C:27]2[CH:32]=[CH:31][N:30]=[CH:29][CH:28]=2)=[C:4]([C:17]2[CH:22]=[CH:21][CH:20]=[C:19]([C:23]([F:26])([F:25])[F:24])[CH:18]=2)[N:5]([Si](C(C)C)(C(C)C)C(C)C)[CH:6]=1.[C:33]1([C@H:39]2[CH2:47][N:46]3[C@H:41]([CH2:42][C:43](=O)[CH2:44][CH2:45]3)[CH2:40]2)[CH:38]=[CH:37][CH:36]=[CH:35][CH:34]=1.ClCCl, predict the reaction product. The product is: [C:33]1([C@H:39]2[CH2:47][N:46]3[C@H:41]([CH:42]=[C:43]([C:2]4[C:3]([C:27]5[CH:32]=[CH:31][N:30]=[CH:29][CH:28]=5)=[C:4]([C:17]5[CH:22]=[CH:21][CH:20]=[C:19]([C:23]([F:26])([F:25])[F:24])[CH:18]=5)[NH:5][CH:6]=4)[CH2:44][CH2:45]3)[CH2:40]2)[CH:34]=[CH:35][CH:36]=[CH:37][CH:38]=1.